Dataset: Peptide-MHC class II binding affinity with 134,281 pairs from IEDB. Task: Regression. Given a peptide amino acid sequence and an MHC pseudo amino acid sequence, predict their binding affinity value. This is MHC class II binding data. (1) The peptide sequence is KSVLRVGTLSSDDLL. The MHC is DRB1_0101 with pseudo-sequence DRB1_0101. The binding affinity (normalized) is 0.512. (2) The peptide sequence is AAQRRGRIGRNPSQV. The MHC is DRB4_0101 with pseudo-sequence DRB4_0103. The binding affinity (normalized) is 0.